Dataset: Catalyst prediction with 721,799 reactions and 888 catalyst types from USPTO. Task: Predict which catalyst facilitates the given reaction. (1) Reactant: [CH3:1][O:2][C:3]1[CH:11]=[CH:10][C:9]([N+:12]([O-:14])=[O:13])=[CH:8][C:4]=1[C:5]([OH:7])=[O:6].[C:15]([O-])([O-])=O.[K+].[K+].CI. Product: [CH3:1][O:2][C:3]1[CH:11]=[CH:10][C:9]([N+:12]([O-:14])=[O:13])=[CH:8][C:4]=1[C:5]([O:7][CH3:15])=[O:6]. The catalyst class is: 3. (2) Reactant: [Cl:1][C:2]1[C:10]2[C:5](=[CH:6][CH:7]=[CH:8][CH:9]=2)[NH:4][C:3]=1[C:11]([OH:13])=O.S(Cl)(Cl)=O.C[N:19](C)C=O.N. Product: [Cl:1][C:2]1[C:10]2[C:5](=[CH:6][CH:7]=[CH:8][CH:9]=2)[NH:4][C:3]=1[C:11]([NH2:19])=[O:13]. The catalyst class is: 22. (3) Reactant: [N:1]1[CH:6]=[CH:5][CH:4]=[CH:3][C:2]=1[C:7]1[S:8][C:9]([CH:12]=O)=[CH:10][N:11]=1.[NH:14]1[CH2:19][CH2:18][CH:17]([CH2:20][OH:21])[CH2:16][CH2:15]1.C(O[BH-](OC(=O)C)OC(=O)C)(=O)C.[Na+]. Product: [N:1]1[CH:6]=[CH:5][CH:4]=[CH:3][C:2]=1[C:7]1[S:8][C:9]([CH2:12][N:14]2[CH2:19][CH2:18][CH:17]([CH2:20][OH:21])[CH2:16][CH2:15]2)=[CH:10][N:11]=1. The catalyst class is: 756. (4) Product: [F:1][C:2]1[CH:10]=[C:9]([F:11])[CH:8]=[C:7]2[C:3]=1[CH2:4][C@@H:5]([OH:29])[C@@H:6]2[N:12]1[C:20]2[CH2:19][CH2:18][N:17]([C:37](=[O:40])[CH2:38][CH3:39])[CH2:16][C:15]=2[C:14]([C:21]2[CH:22]=[C:23]([CH:26]=[CH:27][CH:28]=2)[C:24]#[N:25])=[N:13]1. Reactant: [F:1][C:2]1[CH:10]=[C:9]([F:11])[CH:8]=[C:7]2[C:3]=1[CH2:4][C@@H:5]([OH:29])[C@@H:6]2[N:12]1[C:20]2[CH2:19][CH2:18][NH:17][CH2:16][C:15]=2[C:14]([C:21]2[CH:22]=[C:23]([CH:26]=[CH:27][CH:28]=2)[C:24]#[N:25])=[N:13]1.C(N(CC)CC)C.[C:37](Cl)(=[O:40])[CH2:38][CH3:39].C([O-])(O)=O.[Na+]. The catalyst class is: 2. (5) Reactant: C[C:2]1([CH3:9])[O:6][C@H:5]([CH2:7][OH:8])[CH2:4][O:3]1.[OH-].[K+].[CH2:12](Br)[CH2:13][CH2:14][CH2:15][CH2:16][CH2:17][CH2:18][CH2:19][CH2:20][CH2:21][CH2:22][CH2:23][CH2:24][CH2:25]CC.O. Product: [CH2:2]([O:3][CH2:4][C@H:5]([CH2:7][OH:8])[OH:6])[CH2:9][CH2:25][CH2:24][CH2:23][CH2:22][CH2:21][CH2:20][CH2:19][CH2:18][CH2:17][CH2:16][CH2:15][CH2:14][CH2:13][CH3:12]. The catalyst class is: 48.